This data is from Full USPTO retrosynthesis dataset with 1.9M reactions from patents (1976-2016). The task is: Predict the reactants needed to synthesize the given product. (1) Given the product [F:15][C:16]1[CH:21]=[CH:20][C:19]([CH2:22][O:1][C:2]2[N:6]([C:7]3[CH:12]=[C:11]([C:13]#[N:14])[CH:10]=[CH:9][N:8]=3)[N:5]=[CH:4][CH:3]=2)=[C:18]([O:24][CH:25]([C:27]2[CH:28]=[CH:29][CH:30]=[CH:31][CH:32]=2)[CH3:26])[CH:17]=1, predict the reactants needed to synthesize it. The reactants are: [OH:1][C:2]1[N:6]([C:7]2[CH:12]=[C:11]([C:13]#[N:14])[CH:10]=[CH:9][N:8]=2)[N:5]=[CH:4][CH:3]=1.[F:15][C:16]1[CH:21]=[CH:20][C:19]([CH2:22]O)=[C:18]([O:24][CH:25]([C:27]2[CH:32]=[CH:31][CH:30]=[CH:29][CH:28]=2)[CH3:26])[CH:17]=1. (2) Given the product [Cl:1][C:2]1[CH:3]=[C:4]([C:10]2([C:31]([F:32])([F:34])[F:33])[O:14][N:13]=[C:12]([C:15]3[C:24]4[C:19](=[CH:20][CH:21]=[CH:22][CH:23]=4)[C:18]([C:25]([NH:27][CH2:28][CH:29]=[O:30])=[O:26])=[CH:17][CH:16]=3)[CH2:11]2)[CH:5]=[C:6]([Cl:9])[C:7]=1[F:8], predict the reactants needed to synthesize it. The reactants are: [Cl:1][C:2]1[CH:3]=[C:4]([C:10]2([C:31]([F:34])([F:33])[F:32])[O:14][N:13]=[C:12]([C:15]3[C:24]4[C:19](=[CH:20][CH:21]=[CH:22][CH:23]=4)[C:18]([C:25]([NH:27][CH2:28][CH2:29][OH:30])=[O:26])=[CH:17][CH:16]=3)[CH2:11]2)[CH:5]=[C:6]([Cl:9])[C:7]=1[F:8].CC(OI1(OC(C)=O)(OC(C)=O)OC(=O)C2C=CC=CC1=2)=O.CCCCCCC.C([O-])(O)=O.[Na+]. (3) Given the product [CH2:13]([C:3]1[C:2]([CH3:1])=[CH:7][C:6]([NH:8][C:9](=[O:10])[CH3:11])=[CH:5][CH:4]=1)[CH3:14], predict the reactants needed to synthesize it. The reactants are: [CH3:1][C:2]1[CH:7]=[C:6]([NH:8][C:9]([CH3:11])=[O:10])[CH:5]=[CH:4][C:3]=1Br.[CH2:13]([Zn]CC)[CH3:14].CCCCCC. (4) Given the product [Br:4][C:5]1[C:6]([N:12]([CH2:21][C:22]([CH3:25])([CH3:24])[CH3:23])[NH:13][C:14]([O:16][C:17]([CH3:20])([CH3:19])[CH3:18])=[O:15])=[N:7][C:8]([C:27]#[N:28])=[N:9][CH:10]=1, predict the reactants needed to synthesize it. The reactants are: [C-]#N.[K+].[Br:4][C:5]1[C:6]([N:12]([CH2:21][C:22]([CH3:25])([CH3:24])[CH3:23])[NH:13][C:14]([O:16][C:17]([CH3:20])([CH3:19])[CH3:18])=[O:15])=[N:7][C:8](Cl)=[N:9][CH:10]=1.C1N2CC[N:28](CC2)[CH2:27]1.O. (5) Given the product [C:1]([C:3]1[C:7]([C:8]2[CH:13]=[CH:12][C:11]([Cl:14])=[CH:10][C:9]=2[Cl:15])=[C:6]([C:16]2[N:17]([CH2:52][C:51]3[CH:54]=[CH:55][C:48]([F:47])=[CH:49][CH:50]=3)[CH:18]=[CH:19][N:20]=2)[S:5][C:4]=1[C:21]1[CH:26]=[CH:25][N:24]=[C:23]([N:27]([CH2:31][C:32]2[CH:33]=[CH:34][C:35]([O:38][CH3:39])=[CH:36][CH:37]=2)[C:28](=[O:30])[CH3:29])[CH:22]=1)#[N:2], predict the reactants needed to synthesize it. The reactants are: [C:1]([C:3]1[C:7]([C:8]2[CH:13]=[CH:12][C:11]([Cl:14])=[CH:10][C:9]=2[Cl:15])=[C:6]([C:16]2[NH:17][CH:18]=[CH:19][N:20]=2)[S:5][C:4]=1[C:21]1[CH:26]=[CH:25][N:24]=[C:23]([N:27]([CH2:31][C:32]2[CH:37]=[CH:36][C:35]([O:38][CH3:39])=[CH:34][CH:33]=2)[C:28](=[O:30])[CH3:29])[CH:22]=1)#[N:2].CN(C)C=O.[H-].[Na+].[F:47][C:48]1[CH:55]=[CH:54][C:51]([CH2:52]Br)=[CH:50][CH:49]=1. (6) Given the product [Cl:1][C:2]1[CH:7]=[CH:6][C:5]([C:8]2[N:12]([CH2:13][C@H:14]([OH:19])[C:15]([F:16])([F:17])[F:18])[C:11](=[O:20])[N:10]([CH2:21][C:22]([NH:24][CH:25]([C:36]3[NH:54][N:53]=[N:52][N:37]=3)[C:26]3[CH:31]=[CH:30][CH:29]=[C:28]([C:32]([F:33])([F:34])[F:35])[CH:27]=3)=[O:23])[N:9]=2)=[CH:4][CH:3]=1, predict the reactants needed to synthesize it. The reactants are: [Cl:1][C:2]1[CH:7]=[CH:6][C:5]([C:8]2[N:12]([CH2:13][C@H:14]([OH:19])[C:15]([F:18])([F:17])[F:16])[C:11](=[O:20])[N:10]([CH2:21][C:22]([NH:24][C@@H:25]([C:36]#[N:37])[C:26]3[CH:31]=[CH:30][CH:29]=[C:28]([C:32]([F:35])([F:34])[F:33])[CH:27]=3)=[O:23])[N:9]=2)=[CH:4][CH:3]=1.C([Sn](=O)CCCC)CCC.C[Si]([N:52]=[N+:53]=[N-:54])(C)C.CO. (7) Given the product [CH2:24]([O:23][C:21]([N:19]1[CH2:20][C@:12]2([C:10]([OH:11])=[O:9])[C@@H:17]([CH2:16][CH2:15][CH2:14][CH2:13]2)[CH2:18]1)=[O:22])[C:25]1[CH:30]=[CH:29][CH:28]=[CH:27][CH:26]=1, predict the reactants needed to synthesize it. The reactants are: [OH-].[Na+].O1CCCC1.C[O:9][C:10]([C@@:12]12[CH2:20][N:19]([C:21]([O:23][CH2:24][C:25]3[CH:30]=[CH:29][CH:28]=[CH:27][CH:26]=3)=[O:22])[CH2:18][C@@H:17]1[CH2:16][CH2:15][CH2:14][CH2:13]2)=[O:11]. (8) Given the product [CH3:1][O:2][C:3](=[O:28])[CH2:4][CH2:5][CH2:6][O:7][C:8]1[CH:13]=[C:12]([NH2:14])[C:11]([C:17]([N:19]2[CH2:23][CH2:22][CH2:21][CH:20]2[CH2:24][OH:25])=[O:18])=[CH:10][C:9]=1[O:26][CH3:27], predict the reactants needed to synthesize it. The reactants are: [CH3:1][O:2][C:3](=[O:28])[CH2:4][CH2:5][CH2:6][O:7][C:8]1[CH:13]=[C:12]([N+:14]([O-])=O)[C:11]([C:17]([N:19]2[CH2:23][CH2:22][CH2:21][CH:20]2[CH2:24][OH:25])=[O:18])=[CH:10][C:9]=1[O:26][CH3:27].[H][H].CCOC(C)=O. (9) Given the product [Br:1][C:2]1[CH:3]=[CH:4][C:5]2[N:6]([CH:10]=[CH:11][N:8]=2)[N:7]=1, predict the reactants needed to synthesize it. The reactants are: [Br:1][C:2]1[N:7]=[N:6][C:5]([NH2:8])=[CH:4][CH:3]=1.Cl[CH2:10][CH:11]=O.C(=O)(O)[O-].[Na+]. (10) Given the product [OH:2][C:3]1[CH:4]=[C:5]2[C:10](=[CH:11][CH:12]=1)[C:9]([O:13][C:14]1[CH:19]=[CH:18][C:17]([NH:20][S:21]([CH3:24])(=[O:23])=[O:22])=[CH:16][CH:15]=1)=[C:8]([C:25]1[CH:26]=[CH:27][CH:28]=[CH:29][CH:30]=1)[C:7]([CH3:31])=[CH:6]2, predict the reactants needed to synthesize it. The reactants are: C[O:2][C:3]1[CH:4]=[C:5]2[C:10](=[CH:11][CH:12]=1)[C:9]([O:13][C:14]1[CH:19]=[CH:18][C:17]([NH:20][S:21]([CH3:24])(=[O:23])=[O:22])=[CH:16][CH:15]=1)=[C:8]([C:25]1[CH:30]=[CH:29][CH:28]=[CH:27][CH:26]=1)[C:7]([CH3:31])=[CH:6]2.B(Br)(Br)Br.CCOC(C)=O.